Dataset: NCI-60 drug combinations with 297,098 pairs across 59 cell lines. Task: Regression. Given two drug SMILES strings and cell line genomic features, predict the synergy score measuring deviation from expected non-interaction effect. (1) Drug 1: C1=CC(=CC=C1C#N)C(C2=CC=C(C=C2)C#N)N3C=NC=N3. Drug 2: C1CN(P(=O)(OC1)NCCCl)CCCl. Cell line: A549. Synergy scores: CSS=-1.95, Synergy_ZIP=0.580, Synergy_Bliss=-1.97, Synergy_Loewe=-1.07, Synergy_HSA=-4.22. (2) Drug 1: CN(C)N=NC1=C(NC=N1)C(=O)N. Drug 2: C1=NNC2=C1C(=O)NC=N2. Cell line: OVCAR-4. Synergy scores: CSS=6.13, Synergy_ZIP=-2.37, Synergy_Bliss=-2.44, Synergy_Loewe=-4.19, Synergy_HSA=-2.50. (3) Drug 1: C1=CC(=CC=C1CCC2=CNC3=C2C(=O)NC(=N3)N)C(=O)NC(CCC(=O)O)C(=O)O. Drug 2: CCC1=C2CN3C(=CC4=C(C3=O)COC(=O)C4(CC)O)C2=NC5=C1C=C(C=C5)O. Cell line: SF-268. Synergy scores: CSS=44.1, Synergy_ZIP=-4.22, Synergy_Bliss=-1.27, Synergy_Loewe=-2.26, Synergy_HSA=0.706. (4) Drug 1: CN1C2=C(C=C(C=C2)N(CCCl)CCCl)N=C1CCCC(=O)O.Cl. Drug 2: COCCOC1=C(C=C2C(=C1)C(=NC=N2)NC3=CC=CC(=C3)C#C)OCCOC.Cl. Cell line: OVCAR-5. Synergy scores: CSS=2.72, Synergy_ZIP=-1.76, Synergy_Bliss=-0.203, Synergy_Loewe=-5.49, Synergy_HSA=-2.72. (5) Drug 1: CC1OCC2C(O1)C(C(C(O2)OC3C4COC(=O)C4C(C5=CC6=C(C=C35)OCO6)C7=CC(=C(C(=C7)OC)O)OC)O)O. Drug 2: CCC1(C2=C(COC1=O)C(=O)N3CC4=CC5=C(C=CC(=C5CN(C)C)O)N=C4C3=C2)O.Cl. Cell line: SR. Synergy scores: CSS=70.0, Synergy_ZIP=-1.76, Synergy_Bliss=-2.78, Synergy_Loewe=-3.51, Synergy_HSA=-0.146.